Dataset: Full USPTO retrosynthesis dataset with 1.9M reactions from patents (1976-2016). Task: Predict the reactants needed to synthesize the given product. (1) Given the product [NH2:39][C:40]1([C:44]2[CH:45]=[CH:46][C:47]([C:50]3[C:51]([C:67]4[CH:68]=[CH:69][CH:70]=[CH:71][CH:72]=4)=[CH:52][C:53]4[N:58]([CH2:59][CH2:60][CH2:61][CH2:62][C:63]#[N:64])[C:57](=[O:65])[CH2:56][O:55][C:54]=4[N:66]=3)=[CH:48][CH:49]=2)[CH2:43][CH2:42][CH2:41]1, predict the reactants needed to synthesize it. The reactants are: NC1(C2C=CC(C3C(C4C=CC=CC=4)=CC4N(CCC#N)C(=O)COC=4N=3)=CC=2)CCC1.C(OC(=O)[NH:39][C:40]1([C:44]2[CH:49]=[CH:48][C:47]([C:50]3[C:51]([C:67]4[CH:72]=[CH:71][CH:70]=[CH:69][CH:68]=4)=[CH:52][C:53]4[N:58]([CH2:59][CH2:60][CH2:61][CH2:62][C:63]#[N:64])[C:57](=[O:65])[CH2:56][O:55][C:54]=4[N:66]=3)=[CH:46][CH:45]=2)[CH2:43][CH2:42][CH2:41]1)(C)(C)C. (2) Given the product [NH:1]([N:16]1[CH2:21][CH2:20][O:19][CH2:18][CH2:17]1)[C@H:2]([C:9]([OH:11])=[O:10])[CH2:3][OH:4], predict the reactants needed to synthesize it. The reactants are: [NH:1]([N:16]1[CH2:21][CH2:20][O:19][CH2:18][CH2:17]1)[C@H:2]([C:9]([O:11]C(C)(C)C)=[O:10])[CH2:3][O:4]C(C)(C)C.C(O)(C(F)(F)F)=O. (3) Given the product [Cl:17][C:10]1[C:9]2[C:4](=[CH:5][CH:6]=[CH:7][C:8]=2[N+:13]([O-:15])=[O:14])[N:3]=[C:2]([CH3:1])[N:11]=1, predict the reactants needed to synthesize it. The reactants are: [CH3:1][C:2]1[NH:11][C:10](=O)[C:9]2[C:4](=[CH:5][CH:6]=[CH:7][C:8]=2[N+:13]([O-:15])=[O:14])[N:3]=1.P(Cl)(Cl)(Cl)(Cl)[Cl:17].C([O-])(O)=O.[Na+]. (4) Given the product [Cl:1][C:2]1[CH:3]=[CH:4][C:5]2[S:9][C:8]([S:10]([NH:13][C:14]3[CH:15]=[C:16]([CH:20]=[CH:21][CH:22]=3)[C:17]([O:19][CH:25]([CH3:27])[CH3:26])=[O:18])(=[O:12])=[O:11])=[C:7]([CH3:23])[C:6]=2[CH:24]=1, predict the reactants needed to synthesize it. The reactants are: [Cl:1][C:2]1[CH:3]=[CH:4][C:5]2[S:9][C:8]([S:10]([NH:13][C:14]3[CH:15]=[C:16]([CH:20]=[CH:21][CH:22]=3)[C:17]([OH:19])=[O:18])(=[O:12])=[O:11])=[C:7]([CH3:23])[C:6]=2[CH:24]=1.[CH:25](O)([CH3:27])[CH3:26].